This data is from Catalyst prediction with 721,799 reactions and 888 catalyst types from USPTO. The task is: Predict which catalyst facilitates the given reaction. (1) Reactant: [CH3:1][O:2][C:3](=[O:29])/[CH:4]=[CH:5]/[C:6]1[CH:7]=[CH:8][C:9]2[O:26][C:13]3([CH2:18][CH2:17][N:16]([C:19]([O:21][C:22]([CH3:25])([CH3:24])[CH3:23])=[O:20])[CH2:15][CH2:14]3)[NH:12][C:11](=[O:27])[C:10]=2[CH:28]=1.[H-].[Na+].[CH3:32]I. Product: [CH3:1][O:2][C:3](=[O:29])/[CH:4]=[CH:5]/[C:6]1[CH:7]=[CH:8][C:9]2[O:26][C:13]3([CH2:18][CH2:17][N:16]([C:19]([O:21][C:22]([CH3:24])([CH3:25])[CH3:23])=[O:20])[CH2:15][CH2:14]3)[N:12]([CH3:32])[C:11](=[O:27])[C:10]=2[CH:28]=1. The catalyst class is: 3. (2) Reactant: [BH4-].[Na+].C([O:5][C:6]([C:8]1[S:9][CH:10]=[C:11]([CH:13]([CH3:15])[CH3:14])[N:12]=1)=O)C. Product: [CH3:14][CH:13]([C:11]1[N:12]=[C:8]([CH2:6][OH:5])[S:9][CH:10]=1)[CH3:15]. The catalyst class is: 8. (3) Reactant: [C:1]([O:5][C:6]([N:8]1[CH2:13][CH2:12][C:11]([CH2:15][C:16]#[N:17])([OH:14])[CH2:10][CH2:9]1)=[O:7])([CH3:4])([CH3:3])[CH3:2].[H-].[Al+3].[Li+].[H-].[H-].[H-].[F:24][C:25]([F:32])([F:31])[C:26](OCC)=[O:27]. Product: [C:1]([O:5][C:6]([N:8]1[CH2:9][CH2:10][C:11]([OH:14])([CH2:15][CH2:16][NH:17][C:26](=[O:27])[C:25]([F:32])([F:31])[F:24])[CH2:12][CH2:13]1)=[O:7])([CH3:4])([CH3:3])[CH3:2]. The catalyst class is: 1. (4) Reactant: Cl[C:2]1[C:11]2[C:6](=[CH:7][C:8]([S:12]([N:15]([C:25]3[S:26][C:27]([F:30])=[CH:28][N:29]=3)CC3C=CC(OC)=CC=3)(=[O:14])=[O:13])=[CH:9][CH:10]=2)[CH:5]=[N:4][N:3]=1.[CH3:31][O:32][C:33]1[CH:38]=[C:37]([C:39]([F:42])([F:41])[F:40])[CH:36]=[CH:35][C:34]=1B(O)O.P([O-])([O-])([O-])=O.[K+].[K+].[K+].O1CCOCC1. Product: [F:30][C:27]1[S:26][C:25]([NH:15][S:12]([C:8]2[CH:7]=[C:6]3[C:11](=[CH:10][CH:9]=2)[C:2]([C:34]2[CH:35]=[CH:36][C:37]([C:39]([F:42])([F:41])[F:40])=[CH:38][C:33]=2[O:32][CH3:31])=[N:3][N:4]=[CH:5]3)(=[O:13])=[O:14])=[N:29][CH:28]=1. The catalyst class is: 6.